Dataset: Full USPTO retrosynthesis dataset with 1.9M reactions from patents (1976-2016). Task: Predict the reactants needed to synthesize the given product. (1) Given the product [C:1]([O:5][C:6]([N:8]1[CH2:11][C:10]([C:13]2[CH:18]=[CH:17][C:16]([C:19](=[O:34])[CH2:20][C:21]([C:26]3[CH:27]=[C:28]([Cl:33])[CH:29]=[C:30]([Cl:32])[CH:31]=3)([CH2:38][N+:35]([O-:37])=[O:36])[C:22]([F:23])([F:25])[F:24])=[CH:15][CH:14]=2)([F:12])[CH2:9]1)=[O:7])([CH3:4])([CH3:2])[CH3:3], predict the reactants needed to synthesize it. The reactants are: [C:1]([O:5][C:6]([N:8]1[CH2:11][C:10]([C:13]2[CH:18]=[CH:17][C:16]([C:19](=[O:34])/[CH:20]=[C:21](/[C:26]3[CH:31]=[C:30]([Cl:32])[CH:29]=[C:28]([Cl:33])[CH:27]=3)\[C:22]([F:25])([F:24])[F:23])=[CH:15][CH:14]=2)([F:12])[CH2:9]1)=[O:7])([CH3:4])([CH3:3])[CH3:2].[N+:35]([CH3:38])([O-:37])=[O:36].C1CCN2C(=NCCC2)CC1. (2) Given the product [Cl:1][C:2]1[C:3]([CH3:18])=[C:4]([S:8]([N:11]2[CH2:16][CH2:15][CH2:14][C@H:13]([NH:17][C:30](=[O:31])[O:32][C:33]3[CH:34]=[CH:35][C:36]([N+:39]([O-:41])=[O:40])=[CH:37][CH:38]=3)[CH2:12]2)(=[O:9])=[O:10])[CH:5]=[CH:6][CH:7]=1, predict the reactants needed to synthesize it. The reactants are: [Cl:1][C:2]1[C:3]([CH3:18])=[C:4]([S:8]([N:11]2[CH2:16][CH2:15][CH2:14][C@H:13]([NH2:17])[CH2:12]2)(=[O:10])=[O:9])[CH:5]=[CH:6][CH:7]=1.C(Cl)Cl.C(N(CC)CC)C.Cl[C:30]([O:32][C:33]1[CH:38]=[CH:37][C:36]([N+:39]([O-:41])=[O:40])=[CH:35][CH:34]=1)=[O:31].